From a dataset of Reaction yield outcomes from USPTO patents with 853,638 reactions. Predict the reaction yield, written as a fraction of the theoretical maximum amount of product (1.0 means a 100% yield; for example, 0.34 means a 34% yield). (1) The reactants are [N+](C1C=CC(O[C:11](=[O:23])[C:12]2[CH:17]=[C:16]([O:18][CH3:19])[C:15]([O:20][CH3:21])=[CH:14][C:13]=2[OH:22])=CC=1)([O-])=O.[CH3:24][O:25][C:26]([C:28]1[N:29]=[C:30]([NH2:33])[S:31][CH:32]=1)=[O:27].CO. The catalyst is C1(C)C(C)=CC=CC=1. The product is [CH3:24][O:25][C:26]([C:28]1[N:29]=[C:30]([NH:33][C:11](=[O:23])[C:12]2[CH:17]=[C:16]([O:18][CH3:19])[C:15]([O:20][CH3:21])=[CH:14][C:13]=2[OH:22])[S:31][CH:32]=1)=[O:27]. The yield is 0.800. (2) The reactants are NC1[CH:3]=[C:4]([Cl:20])[C:5]([N:8]([CH2:10][C:11]2[CH:19]=[CH:18][C:14]([C:15]([O-:17])=[O:16])=[CH:13][CH:12]=2)[CH3:9])=[N:6][CH:7]=1.[CH2:21](ON=O)CC(C)C.N.CO.CC(C)=O.I[CH2:37][I:38]. The catalyst is I. The product is [Cl:20][C:4]1[C:5]([N:8]([CH2:10][C:11]2[CH:19]=[CH:18][C:14]([C:15]([O:17][CH3:21])=[O:16])=[CH:13][CH:12]=2)[CH3:9])=[N:6][CH:7]=[C:37]([I:38])[CH:3]=1. The yield is 0.470. (3) The reactants are C(O[C:6](=O)[NH:7][CH2:8][C:9]([N:11]1[CH2:15][CH2:14][CH2:13][CH:12]1[C:16]#[N:17])=[O:10])(C)(C)C.FC(F)(F)C(O)=O.C(N(CC)CC)C.[CH:33]1([C:39]2([OH:48])[CH2:46][CH:45]3[CH:41]([CH2:42]C(=O)[CH2:44]3)[CH2:40]2)[CH2:38][CH2:37][CH2:36][CH2:35][CH2:34]1.C(O[BH-](OC(=O)C)OC(=O)C)(=O)C.[Na+]. The catalyst is ClCCl. The product is [CH:33]1([C:39]2([OH:48])[CH2:40][CH:41]3[CH:45]([CH2:44][CH:6]([NH:7][CH2:8][C:9]([N:11]4[CH2:15][CH2:14][CH2:13][CH:12]4[C:16]#[N:17])=[O:10])[CH2:42]3)[CH2:46]2)[CH2:38][CH2:37][CH2:36][CH2:35][CH2:34]1. The yield is 0.160. (4) The product is [Br:19][C:20]1[CH:21]=[C:22]([CH:23]=[CH:24][CH:25]=1)[O:26][C:2]1[CH:3]=[C:4]([S:10][C:11]2[CH:16]=[CH:15][CH:14]=[C:13]([O:17][CH3:18])[CH:12]=2)[C:5]([C:8]#[N:9])=[N:6][CH:7]=1. The reactants are Br[C:2]1[CH:3]=[C:4]([S:10][C:11]2[CH:16]=[CH:15][CH:14]=[C:13]([O:17][CH3:18])[CH:12]=2)[C:5]([C:8]#[N:9])=[N:6][CH:7]=1.[Br:19][C:20]1[CH:21]=[C:22]([OH:26])[CH:23]=[CH:24][CH:25]=1.CN(C=O)C.[H-].[Na+]. The catalyst is O. The yield is 0.817. (5) The yield is 0.320. The catalyst is C1COCC1. The product is [CH3:32][O:33][C:34]1[CH:39]=[CH:38][C:37]([P:24]([C:25]2[CH:30]=[CH:29][CH:28]=[CH:27][CH:26]=2)[C:9]2[C:8]3[C:17]4=[C:16]5[C:5](=[CH:6][CH:7]=3)[CH:4]=[CH:3][CH:2]=[C:15]5[CH:14]=[CH:13][C:12]4=[CH:11][CH:10]=2)=[CH:36][CH:35]=1. The reactants are [Br-].[CH:2]1[C:15]2[C:16]3=[C:17]4[C:12](=[CH:13][CH:14]=2)[CH:11]=[CH:10][CH:9]=[C:8]4[CH:7]=[CH:6][C:5]3=[CH:4][CH:3]=1.[Li]CCCC.Cl[P:24](Cl)[C:25]1[CH:30]=[CH:29][CH:28]=[CH:27][CH:26]=1.[CH3:32][O:33][C:34]1[CH:39]=[CH:38][C:37]([Mg]Br)=[CH:36][CH:35]=1.[H][H]. (6) The reactants are [CH3:1][O:2][C:3](=[O:38])[C:4]1[CH:9]=[CH:8][C:7]([CH2:10][N:11]2[CH:15]=[C:14]([C:16]3[CH:21]=[CH:20][C:19]([Cl:22])=[CH:18][C:17]=3[Cl:23])[N:13]=[C:12]2[CH2:24][C:25]2[CH:30]=[CH:29][C:28]([C:31]3[CH:36]=[CH:35][C:34]([OH:37])=[CH:33][CH:32]=3)=[CH:27][CH:26]=2)=[CH:6][CH:5]=1.[C:39]([C:43]1[CH:48]=[CH:47][C:46](B(O)O)=[CH:45][CH:44]=1)([CH3:42])([CH3:41])[CH3:40]. No catalyst specified. The product is [CH3:1][O:2][C:3](=[O:38])[C:4]1[CH:9]=[CH:8][C:7]([CH2:10][N:11]2[CH:15]=[C:14]([C:16]3[CH:21]=[CH:20][C:19]([Cl:22])=[CH:18][C:17]=3[Cl:23])[N:13]=[C:12]2[CH2:24][C:25]2[CH:30]=[CH:29][C:28]([C:31]3[CH:32]=[CH:33][C:34]([O:37][C:46]4[CH:47]=[CH:48][C:43]([C:39]([CH3:42])([CH3:41])[CH3:40])=[CH:44][CH:45]=4)=[CH:35][CH:36]=3)=[CH:27][CH:26]=2)=[CH:6][CH:5]=1. The yield is 0.540. (7) The yield is 0.140. The catalyst is C(Cl)Cl. The reactants are [F:1][C:2]1[CH:7]=[CH:6][CH:5]=[CH:4][C:3]=1[S:8]([NH:11][CH2:12][C:13]1([C:16]([OH:18])=O)[CH2:15][CH2:14]1)(=[O:10])=[O:9].C1N(P(Cl)(N2C(=O)OCC2)=O)C(=O)OC1.[NH2:34][CH:35]1[CH:42]2[CH2:43][C:38]3([OH:45])[CH2:39][CH:40]([CH2:44][CH:36]1[CH2:37]3)[CH2:41]2. The product is [F:1][C:2]1[CH:7]=[CH:6][CH:5]=[CH:4][C:3]=1[S:8]([NH:11][CH2:12][C:13]1([C:16]([NH:34][CH:35]2[CH:36]3[CH2:44][CH:40]4[CH2:39][C:38]([OH:45])([CH2:43][CH:42]2[CH2:41]4)[CH2:37]3)=[O:18])[CH2:14][CH2:15]1)(=[O:9])=[O:10]. (8) The reactants are [CH3:1][O:2][C:3]1[CH:8]=[CH:7][C:6](/[CH:9]=[C:10](\[CH2:14][C:15](=[O:26])[NH:16][CH2:17][CH2:18][CH2:19][CH2:20][CH2:21][CH2:22][CH2:23][CH2:24][CH3:25])/[C:11]([OH:13])=[O:12])=[CH:5][CH:4]=1.[CH3:27][Si](C=[N+]=[N-])(C)C. The catalyst is ClCCl.CO. The product is [CH3:1][O:2][C:3]1[CH:4]=[CH:5][C:6](/[CH:9]=[C:10](\[CH2:14][C:15](=[O:26])[NH:16][CH2:17][CH2:18][CH2:19][CH2:20][CH2:21][CH2:22][CH2:23][CH2:24][CH3:25])/[C:11]([O:13][CH3:27])=[O:12])=[CH:7][CH:8]=1. The yield is 1.00. (9) The reactants are [C:1]1([CH3:19])[CH:6]=[CH:5][CH:4]=[C:3]([C:7]2[O:11][N:10]=[C:9]([CH2:12][N:13]3[CH2:18][CH2:17][NH:16][CH2:15][CH2:14]3)[N:8]=2)[CH:2]=1.C(N(CC)CC)C.Cl[C:28]([O:30][CH3:31])=[O:29]. The catalyst is ClCCl. The product is [CH3:31][O:30][C:28]([N:16]1[CH2:17][CH2:18][N:13]([CH2:12][C:9]2[N:8]=[C:7]([C:3]3[CH:2]=[C:1]([CH3:19])[CH:6]=[CH:5][CH:4]=3)[O:11][N:10]=2)[CH2:14][CH2:15]1)=[O:29]. The yield is 0.840. (10) The reactants are [F:1][C:2]1[CH:7]=[CH:6][C:5]([C:8]2[N:9]=[C:10]([NH2:14])[N:11]=[N:12][CH:13]=2)=[CH:4][CH:3]=1.[Br:15]N1C(=O)CCC1=O. No catalyst specified. The product is [Br:15][C:13]1[N:12]=[N:11][C:10]([NH2:14])=[N:9][C:8]=1[C:5]1[CH:4]=[CH:3][C:2]([F:1])=[CH:7][CH:6]=1. The yield is 0.490.